From a dataset of Catalyst prediction with 721,799 reactions and 888 catalyst types from USPTO. Predict which catalyst facilitates the given reaction. (1) Reactant: [Cl:1][C:2]1[CH:7]=[CH:6][C:5]([CH2:8][CH2:9][C:10]([OH:12])=[O:11])=[CH:4][CH:3]=1.[Li+].[CH3:14]C([N-]C(C)C)C.CI. Product: [CH3:14][CH:9]([CH2:8][C:5]1[CH:4]=[CH:3][C:2]([Cl:1])=[CH:7][CH:6]=1)[C:10]([OH:12])=[O:11]. The catalyst class is: 1. (2) Reactant: Cl.Cl.[N:3]1[CH:8]=[CH:7][C:6]([C:9]2[CH:24]=[C:12]3[N:13]=[CH:14][CH:15]=[C:16]([C:17]4[CH:18]=[C:19]([CH:21]=[CH:22][CH:23]=4)[NH2:20])[N:11]3[N:10]=2)=[CH:5][CH:4]=1.[F:25][C:26]1[CH:27]=[C:28]([CH:32]=[C:33]([F:35])[CH:34]=1)[C:29](Cl)=[O:30]. The catalyst class is: 277. Product: [F:25][C:26]1[CH:27]=[C:28]([CH:32]=[C:33]([F:35])[CH:34]=1)[C:29]([NH:20][C:19]1[CH:21]=[CH:22][CH:23]=[C:17]([C:16]2[N:11]3[N:10]=[C:9]([C:6]4[CH:5]=[CH:4][N:3]=[CH:8][CH:7]=4)[CH:24]=[C:12]3[N:13]=[CH:14][CH:15]=2)[CH:18]=1)=[O:30]. (3) Reactant: C(O[C:5](=[O:7])[CH3:6])(=O)C.[CH3:8][C:9]1[N:14]=[C:13]([C:15]2[N:16]=[C:17]3[NH:21][CH:20]([CH2:22][NH2:23])[CH2:19][N:18]3[C:24]=2[C:25]2[S:33][C:32]3[CH:31]=[CH:30][N:29]=[CH:28][C:27]=3[CH:26]=2)[CH:12]=[CH:11][CH:10]=1.C(N(CC)C(C)C)(C)C. Product: [CH3:8][C:9]1[N:14]=[C:13]([C:15]2[N:16]=[C:17]3[NH:21][CH:20]([CH2:22][NH:23][C:5](=[O:7])[CH3:6])[CH2:19][N:18]3[C:24]=2[C:25]2[S:33][C:32]3[CH:31]=[CH:30][N:29]=[CH:28][C:27]=3[CH:26]=2)[CH:12]=[CH:11][CH:10]=1. The catalyst class is: 34. (4) Reactant: C(=O)([O-])[O-].[K+].[K+].[NH:7]1[CH:11]=[CH:10][CH:9]=[N:8]1.F[C:13]1[CH:20]=[CH:19][C:16]([C:17]#[N:18])=[CH:15][CH:14]=1. Product: [N:7]1([C:13]2[CH:20]=[CH:19][C:16]([C:17]#[N:18])=[CH:15][CH:14]=2)[CH:11]=[CH:10][CH:9]=[N:8]1. The catalyst class is: 9.